This data is from Catalyst prediction with 721,799 reactions and 888 catalyst types from USPTO. The task is: Predict which catalyst facilitates the given reaction. (1) Reactant: [CH3:1][N:2]1[C:6]([C:7]2[CH:12]=[CH:11][CH:10]=[CH:9][C:8]=2[C:13]([F:16])([F:15])[F:14])=[N:5][N:4]=[C:3]1[C:17]12[CH2:24][CH2:23][C:20]([C:25]([NH:27][NH2:28])=[O:26])([CH2:21][CH2:22]1)[CH2:19][CH2:18]2.[F:29][C:30]([F:35])([CH3:34])[C:31](O)=O. Product: [F:29][C:30]([C:34]1[O:26][C:25]([C:20]23[CH2:23][CH2:24][C:17]([C:3]4[N:2]([CH3:1])[C:6]([C:7]5[CH:12]=[CH:11][CH:10]=[CH:9][C:8]=5[C:13]([F:15])([F:14])[F:16])=[N:5][N:4]=4)([CH2:18][CH2:19]2)[CH2:22][CH2:21]3)=[N:27][N:28]=1)([F:35])[CH3:31]. The catalyst class is: 2. (2) Reactant: C[C:2]1([CH3:9])[O:6][C@H:5]([CH2:7][OH:8])[CH2:4][O:3]1.[OH-].[K+].Br[CH2:13][CH2:14][CH2:15][CH2:16][CH2:17][CH2:18]CC.O. Product: [CH2:2]([O:3][CH2:4][C@H:5]([CH2:7][OH:8])[OH:6])[CH2:9][CH2:13][CH2:14][CH2:15][CH2:16][CH2:17][CH3:18]. The catalyst class is: 48. (3) Reactant: [CH3:1][O:2][C:3]1[CH:4]=[CH:5][C:6]([CH:9]=O)=[N:7][CH:8]=1.[CH3:11][O:12][C:13]1[CH:18]=[CH:17][CH:16]=[C:15]([NH2:19])[CH:14]=1. Product: [CH3:11][O:12][C:13]1[CH:14]=[C:15]([CH:16]=[CH:17][CH:18]=1)[N:19]=[CH:9][C:6]1[CH:5]=[CH:4][C:3]([O:2][CH3:1])=[CH:8][N:7]=1. The catalyst class is: 8. (4) Reactant: [CH:1](OCC)(OCC)OCC.[NH2:11][C:12]1[CH:17]=[CH:16][C:15]([S:18]([NH:21][C@H:22]2[CH2:27][CH2:26][CH2:25][C@@H:24]([N:28]3[CH:32]=[N:31][N:30]=[CH:29]3)[CH2:23]2)(=[O:20])=[O:19])=[C:14]([CH2:33][CH3:34])[CH:13]=1.[N-:35]=[N+:36]=[N-:37].[Na+]. Product: [CH2:33]([C:14]1[CH:13]=[C:12]([N:11]2[CH:1]=[N:37][N:36]=[N:35]2)[CH:17]=[CH:16][C:15]=1[S:18]([NH:21][C@H:22]1[CH2:27][CH2:26][CH2:25][C@@H:24]([N:28]2[CH:29]=[N:30][N:31]=[CH:32]2)[CH2:23]1)(=[O:20])=[O:19])[CH3:34]. The catalyst class is: 15. (5) Reactant: [CH3:1][O:2][C:3]1[CH:8]=[C:7]([N+:9]([O-])=O)[CH:6]=[CH:5][C:4]=1[S:12]([N:15]([CH3:25])[CH2:16][CH2:17][CH2:18][N:19]1[CH2:24][CH2:23][O:22][CH2:21][CH2:20]1)(=[O:14])=[O:13]. Product: [NH2:9][C:7]1[CH:6]=[CH:5][C:4]([S:12]([N:15]([CH3:25])[CH2:16][CH2:17][CH2:18][N:19]2[CH2:24][CH2:23][O:22][CH2:21][CH2:20]2)(=[O:13])=[O:14])=[C:3]([O:2][CH3:1])[CH:8]=1. The catalyst class is: 29.